Dataset: CYP2C19 inhibition data for predicting drug metabolism from PubChem BioAssay. Task: Regression/Classification. Given a drug SMILES string, predict its absorption, distribution, metabolism, or excretion properties. Task type varies by dataset: regression for continuous measurements (e.g., permeability, clearance, half-life) or binary classification for categorical outcomes (e.g., BBB penetration, CYP inhibition). Dataset: cyp2c19_veith. The compound is CN1CCc2cccc(Cl)c2CC1. The result is 0 (non-inhibitor).